From a dataset of Reaction yield outcomes from USPTO patents with 853,638 reactions. Predict the reaction yield, written as a fraction of the theoretical maximum amount of product (1.0 means a 100% yield; for example, 0.34 means a 34% yield). (1) The reactants are [F:1][C:2]([CH3:18])([CH3:17])[CH2:3][NH:4][C@H:5]([CH3:16])[CH2:6][C:7]1[C:15]2[C:10](=[CH:11][CH:12]=[CH:13][CH:14]=2)[NH:9][CH:8]=1.[F:19][C:20]1[CH:21]=[C:22]([CH:30]=[C:31]([F:35])[C:32]=1[CH:33]=O)[O:23][CH2:24][CH2:25][O:26][C:27](=[O:29])[CH3:28].C(O)(=O)C. The catalyst is C1(C)C=CC=CC=1. The product is [C:27]([O:26][CH2:25][CH2:24][O:23][C:22]1[CH:30]=[C:31]([F:35])[C:32]([C@@H:33]2[C:8]3[NH:9][C:10]4[C:15]([C:7]=3[CH2:6][C@@H:5]([CH3:16])[N:4]2[CH2:3][C:2]([F:1])([CH3:17])[CH3:18])=[CH:14][CH:13]=[CH:12][CH:11]=4)=[C:20]([F:19])[CH:21]=1)(=[O:29])[CH3:28]. The yield is 0.800. (2) The reactants are [C:1]12([CH2:11][O:12][C:13]3[C:25]([CH:26]=[CH2:27])=[CH:24][C:16]([C:17]([O:19]C(C)(C)C)=[O:18])=[C:15]([F:28])[CH:14]=3)[CH2:10][CH:5]3[CH2:6][CH:7]([CH2:9][CH:3]([CH2:4]3)[CH2:2]1)[CH2:8]2.FC(F)(F)C(O)=O. The catalyst is ClCCl. The product is [C:1]12([CH2:11][O:12][C:13]3[C:25]([CH:26]=[CH2:27])=[CH:24][C:16]([C:17]([OH:19])=[O:18])=[C:15]([F:28])[CH:14]=3)[CH2:8][CH:7]3[CH2:6][CH:5]([CH2:4][CH:3]([CH2:9]3)[CH2:2]1)[CH2:10]2. The yield is 0.730. (3) The reactants are [CH2:1]([O:8][C:9]1[CH:15]=[C:14]([O:16][C:17]2[CH:22]=[CH:21][C:20]([S:23]([CH3:26])(=[O:25])=[O:24])=[CH:19][CH:18]=2)[CH:13]=[CH:12][C:10]=1[NH2:11])[C:2]1[CH:7]=[CH:6][CH:5]=[CH:4][CH:3]=1.Cl.[N:28]([O-])=O.[Na+].[CH3:32][CH:33](C(=O)C)[C:34]([O:36][CH2:37][CH3:38])=[O:35].[OH-].[K+]. The catalyst is O.C(O)C.C(#N)C. The product is [CH2:1]([O:8][C:9]1[CH:15]=[C:14]([O:16][C:17]2[CH:22]=[CH:21][C:20]([S:23]([CH3:26])(=[O:25])=[O:24])=[CH:19][CH:18]=2)[CH:13]=[CH:12][C:10]=1[NH:11][N:28]=[C:33]([CH3:32])[C:34]([O:36][CH2:37][CH3:38])=[O:35])[C:2]1[CH:3]=[CH:4][CH:5]=[CH:6][CH:7]=1. The yield is 0.910. (4) The reactants are [Br:1][C:2]1[CH:10]=[CH:9][CH:8]=[C:7]2[C:3]=1[CH2:4][C:5](=[O:11])[NH:6]2.[NH:12]1[C:20]2[C:15](=[CH:16][CH:17]=[C:18]([CH:21]=O)[CH:19]=2)[CH:14]=[N:13]1. The yield is 0.380. The product is [NH:12]1[C:20]2[C:15](=[CH:16][CH:17]=[C:18](/[CH:21]=[C:4]3\[C:5](=[O:11])[NH:6][C:7]4[C:3]\3=[C:2]([Br:1])[CH:10]=[CH:9][CH:8]=4)[CH:19]=2)[CH:14]=[N:13]1. No catalyst specified.